This data is from Forward reaction prediction with 1.9M reactions from USPTO patents (1976-2016). The task is: Predict the product of the given reaction. (1) Given the reactants [C:1]([O:5][C:6]([NH:8][C@@H:9]([C:30]1[S:31][CH:32]=[CH:33][CH:34]=1)[C:10]([NH:12][CH2:13][C:14]([N:16]1[C:24]2[C:19](=[CH:20][CH:21]=[CH:22][CH:23]=2)[CH2:18][C@H:17]1[C:25]([O:27]CC)=O)=[O:15])=[O:11])=[O:7])([CH3:4])([CH3:3])[CH3:2].[N:35]1[NH:36][N:37]=[N:38][C:39]=1[CH2:40][NH2:41], predict the reaction product. The product is: [N:35]1[NH:36][N:37]=[N:38][C:39]=1[CH2:40][NH:41][C:25]([C@@H:17]1[CH2:18][C:19]2[C:24](=[CH:23][CH:22]=[CH:21][CH:20]=2)[N:16]1[C:14](=[O:15])[CH2:13][NH:12][C:10](=[O:11])[C@H:9]([NH:8][C:6](=[O:7])[O:5][C:1]([CH3:2])([CH3:4])[CH3:3])[C:30]1[S:31][CH:32]=[CH:33][CH:34]=1)=[O:27]. (2) Given the reactants [CH2:1]([C:3]1[C:4]([C:25]2[CH:30]=[CH:29][C:28]([OH:31])=[CH:27][CH:26]=2)=[N:5][N:6]([C:15]2[CH:20]=[CH:19][CH:18]=[CH:17][C:16]=2[C:21]([F:24])([F:23])[F:22])[C:7]=1[C:8]1[CH:13]=[CH:12][C:11]([OH:14])=[CH:10][CH:9]=1)[CH3:2].[C:32](Cl)(=[O:37])[C:33]([CH3:36])([CH3:35])[CH3:34].N1C=CC=CC=1.C([O-])(O)=O.[Na+], predict the reaction product. The product is: [CH3:34][C:33]([CH3:36])([CH3:35])[C:32]([O:31][C:28]1[CH:27]=[CH:26][C:25]([C:4]2[C:3]([CH2:1][CH3:2])=[C:7]([C:8]3[CH:13]=[CH:12][C:11]([OH:14])=[CH:10][CH:9]=3)[N:6]([C:15]3[CH:20]=[CH:19][CH:18]=[CH:17][C:16]=3[C:21]([F:24])([F:23])[F:22])[N:5]=2)=[CH:30][CH:29]=1)=[O:37]. (3) Given the reactants [F:1][C:2]1[CH:7]=[C:6]([CH2:8][S:9]([CH3:12])(=[O:11])=[O:10])[CH:5]=[CH:4][C:3]=1[C:13]1[CH:14]=[C:15]2[CH2:21][CH:20]([CH:22]3[CH2:27][CH2:26][N:25]([C:28]#[N:29])[CH2:24][CH2:23]3)[O:19][C:16]2=[CH:17][N:18]=1.[OH:30][NH:31][C:32](=N)[CH:33]([CH3:35])[CH3:34], predict the reaction product. The product is: [F:1][C:2]1[CH:7]=[C:6]([CH2:8][S:9]([CH3:12])(=[O:11])=[O:10])[CH:5]=[CH:4][C:3]=1[C:13]1[CH:14]=[C:15]2[CH2:21][CH:20]([CH:22]3[CH2:27][CH2:26][N:25]([C:28]4[O:30][N:31]=[C:32]([CH:33]([CH3:35])[CH3:34])[N:29]=4)[CH2:24][CH2:23]3)[O:19][C:16]2=[CH:17][N:18]=1.